Dataset: Full USPTO retrosynthesis dataset with 1.9M reactions from patents (1976-2016). Task: Predict the reactants needed to synthesize the given product. (1) Given the product [CH2:19]([CH:9]1[C:10]2[C:5](=[CH:4][C:3]([O:2][CH3:1])=[CH:12][CH:11]=2)[CH2:6][CH2:7][C:8]1=[O:13])[C:20]1[CH:25]=[CH:24][CH:23]=[CH:22][CH:21]=1, predict the reactants needed to synthesize it. The reactants are: [CH3:1][O:2][C:3]1[CH:4]=[C:5]2[C:10](=[CH:11][CH:12]=1)[CH2:9][C:8](=[O:13])[CH2:7][CH2:6]2.N1CCCC1.[CH2:19](Br)[C:20]1[CH:25]=[CH:24][CH:23]=[CH:22][CH:21]=1.Cl. (2) The reactants are: [CH2:1]([C:5]1[NH:6][C:7](=[O:15])[C:8]2[C:13]([CH3:14])=[N:12][O:11][C:9]=2[N:10]=1)[CH:2]([CH3:4])[CH3:3].[F:16][C:17]1[CH:18]=[C:19]([CH:22]=[CH:23][CH:24]=1)[CH2:20]Br.C(=O)([O-])[O-].[K+].[K+]. Given the product [F:16][C:17]1[CH:18]=[C:19]([CH:22]=[CH:23][CH:24]=1)[CH2:20][N:6]1[C:7](=[O:15])[C:8]2[C:13]([CH3:14])=[N:12][O:11][C:9]=2[N:10]=[C:5]1[CH2:1][CH:2]([CH3:4])[CH3:3], predict the reactants needed to synthesize it. (3) Given the product [CH:40]1([CH:43]([CH:45]2[CH2:47][CH2:46]2)[N:15]2[CH:14]=[C:13]([C:11]3[N:10]4[CH:18]=[CH:19][N:20]=[C:9]4[CH:8]=[C:7]([C:5]4[CH:4]=[N:3][N:2]([CH3:1])[CH:6]=4)[N:12]=3)[CH:17]=[N:16]2)[CH2:42][CH2:41]1, predict the reactants needed to synthesize it. The reactants are: [CH3:1][N:2]1[CH:6]=[C:5]([C:7]2[N:12]=[C:11]([C:13]3[CH:14]=[N:15][NH:16][CH:17]=3)[N:10]3[CH:18]=[CH:19][N:20]=[C:9]3[CH:8]=2)[CH:4]=[N:3]1.C1(P(C2C=CC=CC=2)C2C=CC=CC=2)C=CC=CC=1.[CH:40]1([CH:43]([CH:45]2[CH2:47][CH2:46]2)O)[CH2:42][CH2:41]1.N(C(OC(C)C)=O)=NC(OC(C)C)=O. (4) Given the product [Br:1][C:2]1[CH:3]=[CH:4][C:5]([NH:8][C:9]2[O:10][C:11]3[CH:17]=[CH:16][C:15]([OH:18])=[CH:14][C:12]=3[N:13]=2)=[CH:6][CH:7]=1, predict the reactants needed to synthesize it. The reactants are: [Br:1][C:2]1[CH:7]=[CH:6][C:5]([NH:8][C:9]2[O:10][C:11]3[CH:17]=[CH:16][C:15]([O:18]C)=[CH:14][C:12]=3[N:13]=2)=[CH:4][CH:3]=1.Br. (5) Given the product [C:8]([C:5]1[N:4]=[C:3]([O:14][CH3:15])[C:2]([F:1])=[CH:7][N:6]=1)#[CH:9], predict the reactants needed to synthesize it. The reactants are: [F:1][C:2]1[C:3]([O:14][CH3:15])=[N:4][C:5]([C:8]#[C:9][Si](C)(C)C)=[N:6][CH:7]=1.C(C1N=C(OC)C=CN=1)#C. (6) Given the product [C:45]([CH2:44][C:2]1[CH:7]=[CH:6][C:5]([C@:8]2([NH:18][C:19](=[O:27])[C:20]3[CH:21]=[CH:22][C:23]([F:26])=[CH:24][CH:25]=3)[C:13]3=[N:14][CH:15]=[CH:16][CH:17]=[C:12]3[O:11][CH2:10][CH2:9]2)=[CH:4][CH:3]=1)#[N:46], predict the reactants needed to synthesize it. The reactants are: Br[C:2]1[CH:7]=[CH:6][C:5]([C@:8]2([NH:18][C:19](=[O:27])[C:20]3[CH:25]=[CH:24][C:23]([F:26])=[CH:22][CH:21]=3)[C:13]3=[N:14][CH:15]=[CH:16][CH:17]=[C:12]3[O:11][CH2:10][CH2:9]2)=[CH:4][CH:3]=1.[O-]P([O-])([O-])=O.[K+].[K+].[K+].CC1(C)C(C)(C)OB([C:44]2[CH:45]=[N:46]OC=2)O1. (7) Given the product [CH2:23]([O:7][CH:6]([O:16][CH2:12][CH2:13][CH2:14][CH3:15])[C:5]1[CH:8]=[CH:9][CH:10]=[CH:11][C:4]=1[N+:1]([O-:3])=[O:2])[CH2:18][CH2:19][CH3:20], predict the reactants needed to synthesize it. The reactants are: [N+:1]([C:4]1[CH:11]=[CH:10][CH:9]=[CH:8][C:5]=1[CH:6]=[O:7])([O-:3])=[O:2].[CH2:12]([OH:16])[CH2:13][CH2:14][CH3:15].O.[C:18]1(C)[CH:23]=CC(S(O)(=O)=O)=[CH:20][CH:19]=1. (8) Given the product [C:1]1([CH:7]([C:13]2[CH:18]=[CH:17][CH:16]=[CH:15][CH:14]=2)[N:8]2[CH2:11][CH:10]([N:24]3[CH2:23][CH2:22][N:21]([C:26]([O:28][C:29]([CH3:32])([CH3:31])[CH3:30])=[O:27])[C@H:20]([CH3:19])[CH2:25]3)[CH2:9]2)[CH:6]=[CH:5][CH:4]=[CH:3][CH:2]=1, predict the reactants needed to synthesize it. The reactants are: [C:1]1([CH:7]([C:13]2[CH:18]=[CH:17][CH:16]=[CH:15][CH:14]=2)[N:8]2[CH2:11][C:10](=O)[CH2:9]2)[CH:6]=[CH:5][CH:4]=[CH:3][CH:2]=1.[CH3:19][C@@H:20]1[CH2:25][NH:24][CH2:23][CH2:22][N:21]1[C:26]([O:28][C:29]([CH3:32])([CH3:31])[CH3:30])=[O:27].C(O[BH-](OC(=O)C)OC(=O)C)(=O)C.[Na+].C(=O)([O-])O.[Na+]. (9) Given the product [N+:1]([C:4]1[CH:17]=[CH:16][C:7]([CH2:8][N:10]2[CH2:15][CH2:14][CH2:13][CH2:12][CH2:11]2)=[CH:6][CH:5]=1)([O-:3])=[O:2], predict the reactants needed to synthesize it. The reactants are: [N+:1]([C:4]1[CH:17]=[CH:16][C:7]([C:8]([N:10]2[CH2:15][CH2:14][CH2:13][CH2:12][CH2:11]2)=O)=[CH:6][CH:5]=1)([O-:3])=[O:2].B.B.O1CCCC1. (10) Given the product [Br:48][C:17]1[CH:18]=[C:19]2[C:14](=[CH:15][CH:16]=1)[N:13]([C:22]1[CH:39]=[CH:38][C:37]3[C:36]4[C:31](=[CH:32][CH:33]=[CH:34][CH:35]=4)[C:30]4[C:25](=[CH:26][CH:27]=[CH:28][CH:29]=4)[C:24]=3[CH:23]=1)[C:12]1[CH:11]=[C:10]3[C:2]([CH3:40])([CH3:1])[C:3]4[C:8]([C:9]3=[CH:21][C:20]2=1)=[CH:7][CH:6]=[CH:5][CH:4]=4, predict the reactants needed to synthesize it. The reactants are: [CH3:1][C:2]1([CH3:40])[C:10]2=[CH:11][C:12]3[N:13]([C:22]4[CH:39]=[CH:38][C:37]5[C:36]6[C:31](=[CH:32][CH:33]=[CH:34][CH:35]=6)[C:30]6[C:25](=[CH:26][CH:27]=[CH:28][CH:29]=6)[C:24]=5[CH:23]=4)[C:14]4[C:19]([C:20]=3[CH:21]=[C:9]2[C:8]2[C:3]1=[CH:4][CH:5]=[CH:6][CH:7]=2)=[CH:18][CH:17]=[CH:16][CH:15]=4.C1C(=O)N([Br:48])C(=O)C1.O.